This data is from Full USPTO retrosynthesis dataset with 1.9M reactions from patents (1976-2016). The task is: Predict the reactants needed to synthesize the given product. Given the product [CH2:20]([N:8]1[C:7](=[O:16])[C:6]2[CH:1]=[CH:2][CH:3]=[CH:4][C:5]=2[O:11][C:10]2[CH:12]=[CH:13][CH:14]=[CH:15][C:9]1=2)[C:19]#[CH:18], predict the reactants needed to synthesize it. The reactants are: [CH:1]1[C:6]2[C:7](=[O:16])[NH:8][C:9]3[CH:15]=[CH:14][CH:13]=[CH:12][C:10]=3[O:11][C:5]=2[CH:4]=[CH:3][CH:2]=1.Br[CH2:18][C:19]#[CH:20].ClC1C=CC2NC(=O)C3C=CC=CC=3NC=2C=1.